From a dataset of Forward reaction prediction with 1.9M reactions from USPTO patents (1976-2016). Predict the product of the given reaction. Given the reactants C[O:2][C:3](=O)[C:4]1[CH:9]=[CH:8][CH:7]=[N:6][C:5]=1[C:10]1[CH:15]=[CH:14][C:13]([F:16])=[CH:12][C:11]=1[F:17].[H-].[H-].[H-].[H-].[Li+].[Al+3], predict the reaction product. The product is: [F:17][C:11]1[CH:12]=[C:13]([F:16])[CH:14]=[CH:15][C:10]=1[C:5]1[C:4]([CH2:3][OH:2])=[CH:9][CH:8]=[CH:7][N:6]=1.